Task: Regression/Classification. Given a drug SMILES string, predict its absorption, distribution, metabolism, or excretion properties. Task type varies by dataset: regression for continuous measurements (e.g., permeability, clearance, half-life) or binary classification for categorical outcomes (e.g., BBB penetration, CYP inhibition). For this dataset (solubility_aqsoldb), we predict Y.. Dataset: Aqueous solubility values for 9,982 compounds from the AqSolDB database (1) The molecule is Nc1c2ccccc2nc2cccc(C(F)(F)F)c12. The Y is -2.48 log mol/L. (2) The Y is -3.04 log mol/L. The molecule is CC(C)c1ccc(C(=O)O)cc1.